Dataset: Reaction yield outcomes from USPTO patents with 853,638 reactions. Task: Predict the reaction yield, written as a fraction of the theoretical maximum amount of product (1.0 means a 100% yield; for example, 0.34 means a 34% yield). (1) The reactants are [OH:1][CH2:2][CH:3]1[C:8]([CH2:15]O)([C:9]2[CH:14]=[CH:13][CH:12]=[CH:11][N:10]=2)[CH2:7][CH2:6][N:5]([C:17]([O:19][C:20]([CH3:23])([CH3:22])[CH3:21])=[O:18])[CH2:4]1.C1(P(C2C=CC=CC=2)C2C=CC=CC=2)C=CC=CC=1. The catalyst is C1COCC1. The product is [N:10]1[CH:11]=[CH:12][CH:13]=[CH:14][C:9]=1[C:8]12[CH2:15][O:1][CH2:2][CH:3]1[CH2:4][N:5]([C:17]([O:19][C:20]([CH3:21])([CH3:23])[CH3:22])=[O:18])[CH2:6][CH2:7]2. The yield is 0.937. (2) The reactants are C(OC([N:8]1[CH2:12][CH:11]([O:13][C:14](=[O:24])[C:15]2[CH:20]=[CH:19][C:18]([N+:21]([O-:23])=[O:22])=[CH:17][CH:16]=2)[CH2:10][CH:9]1[C:25](=[O:37])[NH:26][C:27]1([C:32]([O:34][CH2:35][CH3:36])=[O:33])[CH2:29][CH:28]1[CH:30]=[CH2:31])=O)(C)(C)C. The catalyst is FC(F)(F)S(O)(=O)=O.ClCCl. The product is [CH2:35]([O:34][C:32]([C:27]1([NH:26][C:25]([CH:9]2[NH:8][CH2:12][CH:11]([O:13][C:14](=[O:24])[C:15]3[CH:16]=[CH:17][C:18]([N+:21]([O-:23])=[O:22])=[CH:19][CH:20]=3)[CH2:10]2)=[O:37])[CH2:29][CH:28]1[CH:30]=[CH2:31])=[O:33])[CH3:36]. The yield is 0.950. (3) The reactants are [Br:1][C:2]1[CH:7]=[CH:6][C:5]([NH:8][C:9]2[C:10]([C:17]([OH:19])=O)=[CH:11][N:12]([CH3:16])[C:13](=[O:15])[CH:14]=2)=[C:4]([F:20])[CH:3]=1.CCN=C=NCCCN(C)C.C1C=CC2N(O)N=NC=2C=1.[CH:42]1([CH2:45][O:46][NH2:47])[CH2:44][CH2:43]1.CCN(CC)CC. The catalyst is CN(C=O)C.CCOC(C)=O. The yield is 0.890. The product is [CH:42]1([CH2:45][O:46][NH:47][C:17]([C:10]2[C:9]([NH:8][C:5]3[CH:6]=[CH:7][C:2]([Br:1])=[CH:3][C:4]=3[F:20])=[CH:14][C:13](=[O:15])[N:12]([CH3:16])[CH:11]=2)=[O:19])[CH2:44][CH2:43]1. (4) The reactants are [Cl:1][C:2]1[CH:3]=[C:4]([CH:7]=[CH:8][CH:9]=1)[CH:5]=O.C(O[C:13](=[O:17])[CH2:14][C:15]#[N:16])C.[CH:18]1([NH:21][C:22]([NH2:24])=[NH:23])[CH2:20][CH2:19]1.Cl.C(=O)([O-])[O-].[K+].[K+]. The catalyst is C(O)C. The product is [C:15]([C:14]1[C:13](=[O:17])[NH:24][C:22]([NH:21][CH:18]2[CH2:20][CH2:19]2)=[N:23][C:5]=1[C:4]1[CH:7]=[CH:8][CH:9]=[C:2]([Cl:1])[CH:3]=1)#[N:16]. The yield is 0.550.